Dataset: Full USPTO retrosynthesis dataset with 1.9M reactions from patents (1976-2016). Task: Predict the reactants needed to synthesize the given product. (1) Given the product [Br:33][CH2:30][CH2:29][N:28]1[C:18]2[CH2:17][CH2:16][C:15]3[C:14]4[C:22]([S:21][C:20]=3[C:19]=2[CH:26]=[N:27]1)=[N:23][CH:24]=[N:25][C:13]=4[O:12][CH2:11][CH2:10][C:7]1[CH:8]=[CH:9][C:4]([N+:1]([O-:3])=[O:2])=[CH:5][CH:6]=1, predict the reactants needed to synthesize it. The reactants are: [N+:1]([C:4]1[CH:9]=[CH:8][C:7]([CH2:10][CH2:11][O:12][C:13]2[N:25]=[CH:24][N:23]=[C:22]3[C:14]=2[C:15]2[CH2:16][CH2:17][C:18]4[N:28]([CH2:29][CH2:30]O)[N:27]=[CH:26][C:19]=4[C:20]=2[S:21]3)=[CH:6][CH:5]=1)([O-:3])=[O:2].C(Br)(Br)(Br)[Br:33].C1(P(C2C=CC=CC=2)C2C=CC=CC=2)C=CC=CC=1. (2) Given the product [CH:1]([N:14]1[CH2:19][CH2:18][N:17]([C:21]2[CH:22]=[CH:23][C:24]3[N:25]([C:27]([CH:30]([F:31])[F:32])=[N:28][N:29]=3)[N:26]=2)[CH2:16][CH2:15]1)([C:8]1[CH:13]=[CH:12][CH:11]=[CH:10][CH:9]=1)[C:2]1[CH:7]=[CH:6][CH:5]=[CH:4][CH:3]=1, predict the reactants needed to synthesize it. The reactants are: [CH:1]([N:14]1[CH2:19][CH2:18][NH:17][CH2:16][CH2:15]1)([C:8]1[CH:13]=[CH:12][CH:11]=[CH:10][CH:9]=1)[C:2]1[CH:7]=[CH:6][CH:5]=[CH:4][CH:3]=1.Cl[C:21]1[CH:22]=[CH:23][C:24]2[N:25]([C:27]([CH:30]([F:32])[F:31])=[N:28][N:29]=2)[N:26]=1. (3) Given the product [C:12]([O:11][C:9](=[O:10])[NH:28][CH2:27][C:22]1[CH:21]=[CH:20][C:19]2[C:24](=[CH:25][CH:26]=[C:17]([OH:16])[CH:18]=2)[CH:23]=1)([CH3:13])([CH3:14])[CH3:15], predict the reactants needed to synthesize it. The reactants are: [C:9](O[C:9]([O:11][C:12]([CH3:15])([CH3:14])[CH3:13])=[O:10])([O:11][C:12]([CH3:15])([CH3:14])[CH3:13])=[O:10].[OH:16][C:17]1[CH:18]=[C:19]2[C:24](=[CH:25][CH:26]=1)[CH:23]=[C:22]([CH2:27][NH3+:28])[CH:21]=[CH:20]2.[Br-].C(N(CC)CC)C. (4) Given the product [CH2:42]([O:41][C:39](=[O:40])[CH2:38][O:26][C@H:24]1[CH2:25][C@@H:22]([N:11]2[C:10](=[O:27])[C:9]([CH2:8][C:7]3[CH:6]=[CH:5][C:4]([C:28]4[CH:33]=[CH:32][CH:31]=[CH:30][C:29]=4[C:34]#[N:35])=[CH:3][C:2]=3[F:1])=[C:14]([CH2:15][CH2:16][CH3:17])[N:13]3[N:18]=[C:19]([CH3:21])[N:20]=[C:12]23)[CH2:23]1)[CH3:43], predict the reactants needed to synthesize it. The reactants are: [F:1][C:2]1[CH:3]=[C:4]([C:28]2[C:29]([C:34]#[N:35])=[CH:30][CH:31]=[CH:32][CH:33]=2)[CH:5]=[CH:6][C:7]=1[CH2:8][C:9]1[C:10](=[O:27])[N:11]([C@H:22]2[CH2:25][C@@H:24]([OH:26])[CH2:23]2)[C:12]2[N:13]([N:18]=[C:19]([CH3:21])[N:20]=2)[C:14]=1[CH2:15][CH2:16][CH3:17].[N+](=[CH:38][C:39]([O:41][CH2:42][CH3:43])=[O:40])=[N-].